Dataset: Full USPTO retrosynthesis dataset with 1.9M reactions from patents (1976-2016). Task: Predict the reactants needed to synthesize the given product. (1) Given the product [OH:8][CH2:9][C:10]1[S:14][C:13]([C:15]([O:17][CH3:18])=[O:16])=[C:12]([C:19]2[CH:24]=[CH:23][CH:22]=[CH:21][CH:20]=2)[CH:11]=1, predict the reactants needed to synthesize it. The reactants are: [Si]([O:8][CH2:9][C:10]1[S:14][C:13]([C:15]([O:17][CH3:18])=[O:16])=[C:12]([C:19]2[CH:24]=[CH:23][CH:22]=[CH:21][CH:20]=2)[CH:11]=1)(C(C)(C)C)(C)C.Cl. (2) Given the product [C:9]([C:11]1[CH:15]=[C:14]([NH:16][C:17]2[C:26]3[C:21](=[CH:22][CH:23]=[CH:24][CH:25]=3)[N:20]=[C:19]([C:27]3[CH:32]=[CH:31][CH:30]=[CH:29][CH:28]=3)[N:18]=2)[NH:13][N:12]=1)(=[O:34])[NH2:33], predict the reactants needed to synthesize it. The reactants are: O=C1CCC(=O)N1O[C:9]([C:11]1[CH:15]=[C:14]([NH:16][C:17]2[C:26]3[C:21](=[CH:22][CH:23]=[CH:24][CH:25]=3)[N:20]=[C:19]([C:27]3[CH:32]=[CH:31][CH:30]=[CH:29][CH:28]=3)[N:18]=2)[NH:13][N:12]=1)=O.[NH3:33].[OH2:34]. (3) Given the product [CH2:13]([O:20][C:21]([N:23]1[CH2:28][CH2:27][CH2:26][CH:25]([C:29](=[O:38])[NH:30][C:31]2[CH:36]=[C:35]([C:3]3[C:4]([O:8][CH3:9])=[CH:5][CH:6]=[CH:7][C:2]=3[F:1])[N:34]=[CH:33][N:32]=2)[CH2:24]1)=[O:22])[C:14]1[CH:15]=[CH:16][CH:17]=[CH:18][CH:19]=1, predict the reactants needed to synthesize it. The reactants are: [F:1][C:2]1[CH:7]=[CH:6][CH:5]=[C:4]([O:8][CH3:9])[C:3]=1B(O)O.[CH2:13]([O:20][C:21]([N:23]1[CH2:28][CH2:27][CH2:26][CH:25]([C:29](=[O:38])[NH:30][C:31]2[CH:36]=[C:35](Cl)[N:34]=[CH:33][N:32]=2)[CH2:24]1)=[O:22])[C:14]1[CH:19]=[CH:18][CH:17]=[CH:16][CH:15]=1.C1C=CC(P(C2C=CC=CC=2)C2C=CC=CC=2)=CC=1.C(=O)([O-])[O-].[Na+].[Na+]. (4) Given the product [CH2:15]([C:16]1([CH2:17][CH3:18])[NH:6][C:4](=[O:5])[C:3]2[CH:7]=[CH:8][C:9]([N+:11]([O-:13])=[O:12])=[CH:10][C:2]=2[O:1]1)[CH3:14], predict the reactants needed to synthesize it. The reactants are: [OH:1][C:2]1[CH:10]=[C:9]([N+:11]([O-:13])=[O:12])[CH:8]=[CH:7][C:3]=1[C:4]([NH2:6])=[O:5].[CH3:14][CH2:15][C:16](=O)[CH2:17][CH3:18].O.C1(C)C=CC(S(O)(=O)=O)=CC=1.C(=O)(O)[O-].[Na+]. (5) Given the product [N:1]1([C:5]([C:7]2[O:11][C:10]([S:12]([NH:15][C:16]3[CH:21]=[C:20]([O:22][C@H:23]([CH3:45])[CH2:24][OH:25])[N:19]=[C:18]([S:46][CH2:47][C:48]4[CH:53]=[CH:52][CH:51]=[C:50]([F:54])[C:49]=4[F:55])[N:17]=3)(=[O:14])=[O:13])=[CH:9][CH:8]=2)=[O:6])[CH2:2][CH2:3][CH2:4]1, predict the reactants needed to synthesize it. The reactants are: [N:1]1([C:5]([C:7]2[O:11][C:10]([S:12]([NH:15][C:16]3[CH:21]=[C:20]([O:22][C@H:23]([CH3:45])[CH2:24][O:25]C(C4C=CC=CC=4)(C4C=CC=CC=4)C4C=CC=CC=4)[N:19]=[C:18]([S:46][CH2:47][C:48]4[CH:53]=[CH:52][CH:51]=[C:50]([F:54])[C:49]=4[F:55])[N:17]=3)(=[O:14])=[O:13])=[CH:9][CH:8]=2)=[O:6])[CH2:4][CH2:3][CH2:2]1.O.C1(C)C=CC(S(O)(=O)=O)=CC=1.C1(OC)C=CC=CC=1.O.